Task: Predict which catalyst facilitates the given reaction.. Dataset: Catalyst prediction with 721,799 reactions and 888 catalyst types from USPTO Reactant: Cl.[C:2]1([CH3:10])[CH:7]=[CH:6][CH:5]=[CH:4][C:3]=1[NH:8][NH2:9].C([O-])(=O)C.[Na+].[C:16](OCC)(=[O:21])[CH2:17][C:18]([CH3:20])=O. Product: [CH3:20][C:18]1[CH2:17][C:16](=[O:21])[N:8]([C:3]2[CH:4]=[CH:5][CH:6]=[CH:7][C:2]=2[CH3:10])[N:9]=1. The catalyst class is: 15.